This data is from Retrosynthesis with 50K atom-mapped reactions and 10 reaction types from USPTO. The task is: Predict the reactants needed to synthesize the given product. (1) Given the product CCOc1nn(Cc2cccc(OCc3nc(-c4ccccc4)oc3C)c2)cc1CCC(=O)O, predict the reactants needed to synthesize it. The reactants are: CCOC(=O)CCc1cn(Cc2cccc(OCc3nc(-c4ccccc4)oc3C)c2)nc1OCC. (2) Given the product COc1cccc(N2CCC(c3ccccc3N)C2)c1, predict the reactants needed to synthesize it. The reactants are: COc1cccc(N2CCC(c3ccccc3[N+](=O)[O-])C2)c1. (3) Given the product Cn1c(Oc2ccc(B3OC(C)(C)C(C)(C)O3)cc2)nc2cccnc21, predict the reactants needed to synthesize it. The reactants are: CC1(C)OB(B2OC(C)(C)C(C)(C)O2)OC1(C)C.Cn1c(Oc2ccc(Br)cc2)nc2cccnc21.